The task is: Predict the reactants needed to synthesize the given product.. This data is from Full USPTO retrosynthesis dataset with 1.9M reactions from patents (1976-2016). (1) Given the product [Si:15]([CH2:22][CH2:23][CH:24]([O:30][C:8](=[O:10])[CH3:9])[C:25]([CH3:29])([CH3:28])[C:26]#[N:27])([C:18]([CH3:21])([CH3:20])[CH3:19])([CH3:17])[CH3:16], predict the reactants needed to synthesize it. The reactants are: C(N(CC)CC)C.[C:8](OC(=O)C)(=[O:10])[CH3:9].[Si:15]([CH2:22][CH2:23][CH:24]([OH:30])[C:25]([CH3:29])([CH3:28])[C:26]#[N:27])([C:18]([CH3:21])([CH3:20])[CH3:19])([CH3:17])[CH3:16]. (2) Given the product [NH2:26][C:3]1[CH:4]=[C:5]([C:8]2[NH:12][C:11]3[CH:13]=[CH:14][C:15]([N:17]4[CH2:22][CH2:21][N:20]([CH2:23][CH2:24][OH:25])[CH2:19][CH2:18]4)=[CH:16][C:10]=3[N:9]=2)[CH:6]=[CH:7][C:2]=1[NH2:1], predict the reactants needed to synthesize it. The reactants are: [NH2:1][C:2]1[CH:7]=[CH:6][C:5]([C:8]2[NH:12][C:11]3[CH:13]=[CH:14][C:15]([N:17]4[CH2:22][CH2:21][N:20]([CH2:23][CH2:24][OH:25])[CH2:19][CH2:18]4)=[CH:16][C:10]=3[N:9]=2)=[CH:4][C:3]=1[N+:26]([O-])=O. (3) The reactants are: Br[C:2]1[C:3]([N:14]2[CH2:19][CH2:18][CH2:17][CH2:16][CH2:15]2)=[CH:4][C:5]([O:12][CH3:13])=[C:6]([CH:11]=1)[C:7]([O:9][CH3:10])=[O:8].[CH:20]1(B(O)O)[CH2:22][CH2:21]1. Given the product [CH:20]1([C:2]2[C:3]([N:14]3[CH2:19][CH2:18][CH2:17][CH2:16][CH2:15]3)=[CH:4][C:5]([O:12][CH3:13])=[C:6]([CH:11]=2)[C:7]([O:9][CH3:10])=[O:8])[CH2:22][CH2:21]1, predict the reactants needed to synthesize it. (4) Given the product [CH:1]1([CH2:7][NH:8][C:10]2[CH:11]=[C:12]([CH3:19])[CH:13]=[CH:14][C:15]=2[N+:16]([O-:18])=[O:17])[CH2:6][CH2:5][CH2:4][CH2:3][CH2:2]1, predict the reactants needed to synthesize it. The reactants are: [CH:1]1([CH2:7][NH2:8])[CH2:6][CH2:5][CH2:4][CH2:3][CH2:2]1.F[C:10]1[CH:11]=[C:12]([CH3:19])[CH:13]=[CH:14][C:15]=1[N+:16]([O-:18])=[O:17].C(N(CC)C(C)C)(C)C. (5) Given the product [CH3:1][C@@:2]1([OH:41])[C@H:6]([OH:7])[C@@H:5]([CH2:17][OH:18])[O:4][C@H:3]1[N:28]1[CH:40]=[C:32]2[CH2:33][CH2:34][C:35]3[CH2:36][NH:37][N:38]=[CH:39][C:30]([C:31]=32)=[N:29]1, predict the reactants needed to synthesize it. The reactants are: [CH3:1][C@@:2]1([OH:41])[C@H:6]([O:7]CC2C=CC(Cl)=CC=2Cl)[C@@H:5]([CH2:17][O:18]CC2C=CC(Cl)=CC=2Cl)[O:4][C@H:3]1[N:28]1[CH:40]=[C:32]2[CH2:33][CH2:34][C:35]3[CH2:36][NH:37][N:38]=[CH:39][C:30]([C:31]=32)=[N:29]1.B(Cl)(Cl)Cl. (6) The reactants are: [Cl:1][C:2]1[N:7]=[C:6](Cl)[CH:5]=[CH:4][N:3]=1.[OH-].[Na+].[N+:11]([C:14]1[CH:19]=[CH:18][C:17]([OH:20])=[CH:16][CH:15]=1)([O-:13])=[O:12]. Given the product [Cl:1][C:2]1[N:7]=[C:6]([O:20][C:17]2[CH:18]=[CH:19][C:14]([N+:11]([O-:13])=[O:12])=[CH:15][CH:16]=2)[CH:5]=[CH:4][N:3]=1, predict the reactants needed to synthesize it. (7) The reactants are: [Cl:1][C:2]1[C:3]2[N:11]([C:12]3[C:17]([F:18])=[CH:16][CH:15]=[CH:14][C:13]=3[F:19])[N:10]=[C:9]([C:20]3[CH:25]=[CH:24][C:23]([N:26]4[CH2:31][CH2:30]S[CH2:28][CH2:27]4)=[CH:22][CH:21]=3)[C:4]=2[C:5](=[O:8])[NH:6][CH:7]=1.CO.O[O:35][S:36]([O-:38])=O.[K+]. Given the product [Cl:1][C:2]1[C:3]2[N:11]([C:12]3[C:17]([F:18])=[CH:16][CH:15]=[CH:14][C:13]=3[F:19])[N:10]=[C:9]([C:20]3[CH:25]=[CH:24][C:23]([N:26]4[CH2:31][CH2:30][S:36](=[O:38])(=[O:35])[CH2:28][CH2:27]4)=[CH:22][CH:21]=3)[C:4]=2[C:5](=[O:8])[NH:6][CH:7]=1, predict the reactants needed to synthesize it.